The task is: Predict the product of the given reaction.. This data is from Forward reaction prediction with 1.9M reactions from USPTO patents (1976-2016). (1) Given the reactants [C:1]([C:4]1[CH:9]=[N:8][N:7]2[CH:10]=[C:11]([C:13]3[CH:14]=[CH:15][C:16]([C:19]([OH:21])=O)=[N:17][CH:18]=3)[CH:12]=[C:6]2[C:5]=1[NH:22][C@H:23]1[C@@H:27]([CH3:28])[CH2:26][N:25]([C:29]([C:31]2([C:34]#[N:35])[CH2:33][CH2:32]2)=[O:30])[CH2:24]1)(=[O:3])[NH2:2].C[CH2:37][N:38](C(C)C)[CH:39](C)C.F[P-](F)(F)(F)(F)F.N1(O[P+](N(C)C)(N(C)C)N(C)C)C2C=CC=CC=2N=N1.CNC.C1COCC1, predict the reaction product. The product is: [C:34]([C:31]1([C:29]([N:25]2[CH2:26][C@H:27]([CH3:28])[C@H:23]([NH:22][C:5]3[C:6]4[N:7]([CH:10]=[C:11]([C:13]5[CH:18]=[N:17][C:16]([C:19](=[O:21])[N:38]([CH3:39])[CH3:37])=[CH:15][CH:14]=5)[CH:12]=4)[N:8]=[CH:9][C:4]=3[C:1]([NH2:2])=[O:3])[CH2:24]2)=[O:30])[CH2:32][CH2:33]1)#[N:35]. (2) Given the reactants [OH:1][C:2]1[CH:7]=[CH:6][C:5]([N+:8]([O-:10])=[O:9])=[CH:4][N:3]=1.S([O-])([O-])(=O)=O.[Na+].[Na+].[F:18][C:19]([F:27])(S(F)(=O)=O)C(O)=O, predict the reaction product. The product is: [F:18][CH:19]([F:27])[O:1][C:2]1[CH:7]=[CH:6][C:5]([N+:8]([O-:10])=[O:9])=[CH:4][N:3]=1. (3) Given the reactants [NH2:1][C:2]1[CH:14]=[C:5]2[CH2:6][N:7]([CH2:10][CH2:11][C:12]#[N:13])[CH2:8][CH2:9][N:4]2[N:3]=1.Br[C:16]1[C:17](=[O:24])[N:18]([CH3:23])[CH:19]=[C:20]([Br:22])[CH:21]=1, predict the reaction product. The product is: [Br:22][C:20]1[CH:21]=[C:16]([NH:1][C:2]2[CH:14]=[C:5]3[CH2:6][N:7]([CH2:10][CH2:11][C:12]#[N:13])[CH2:8][CH2:9][N:4]3[N:3]=2)[C:17](=[O:24])[N:18]([CH3:23])[CH:19]=1. (4) Given the reactants C(O/C=[CH:5]/[C:6]1[C:7]([C:38]2[N:39]([C:48](OC(C)(C)C)=O)[C:40]3[C:45]([C:46]=2[CH3:47])=[CH:44][CH:43]=[CH:42][CH:41]=3)=[N:8][C:9]([C:12]2[C:13]([N:32]([CH3:37])[S:33]([CH3:36])(=[O:35])=[O:34])=[CH:14][C:15]3[O:19][C:18]([C:20]4[CH:25]=[CH:24][C:23]([F:26])=[CH:22][CH:21]=4)=[C:17]([C:27](=[O:30])[NH:28][CH3:29])[C:16]=3[CH:31]=2)=[CH:10][CH:11]=1)C.Cl, predict the reaction product. The product is: [F:26][C:23]1[CH:22]=[CH:21][C:20]([C:18]2[O:19][C:15]3[CH:14]=[C:13]([N:32]([CH3:37])[S:33]([CH3:36])(=[O:34])=[O:35])[C:12]([C:9]4[CH:10]=[CH:11][C:6]5[CH:5]=[CH:48][N:39]6[C:40]7[CH:41]=[CH:42][CH:43]=[CH:44][C:45]=7[C:46]([CH3:47])=[C:38]6[C:7]=5[N:8]=4)=[CH:31][C:16]=3[C:17]=2[C:27]([NH:28][CH3:29])=[O:30])=[CH:25][CH:24]=1. (5) Given the reactants [OH:1][C:2]1[CH:7]=[CH:6][C:5]([CH2:8][C:9]#[N:10])=[CH:4][C:3]=1[O:11][CH3:12].P(=O)(O)(O)[OH:14].[Cl:18][C:19]1[CH:26]=[CH:25][C:22]([CH:23]=O)=[CH:21][CH:20]=1, predict the reaction product. The product is: [Cl:18][C:19]1[CH:26]=[CH:25][C:22]([CH:23]2[C:6]3[C:5](=[CH:4][C:3]([O:11][CH3:12])=[C:2]([OH:1])[CH:7]=3)[CH2:8][C:9](=[O:14])[NH:10]2)=[CH:21][CH:20]=1.